Dataset: Forward reaction prediction with 1.9M reactions from USPTO patents (1976-2016). Task: Predict the product of the given reaction. (1) The product is: [ClH:20].[NH2:22][CH2:23][CH2:24][O:25][CH2:26][CH2:27][O:28][C:1](=[O:19])[CH2:2][CH2:3][CH2:4][CH2:5][CH2:6][CH2:7][CH2:8][CH2:9][CH2:10][CH2:11][CH2:12][CH2:13][CH2:14][CH2:15][CH2:16][CH2:17][CH3:18]. Given the reactants [C:1]([Cl:20])(=[O:19])[CH2:2][CH2:3][CH2:4][CH2:5][CH2:6][CH2:7][CH2:8][CH2:9][CH2:10][CH2:11][CH2:12][CH2:13][CH2:14][CH2:15][CH2:16][CH2:17][CH3:18].Cl.[NH2:22][CH2:23][CH2:24][O:25][CH2:26][CH2:27][OH:28], predict the reaction product. (2) Given the reactants [F:1][C:2]1[CH:3]=[N:4][CH:5]=[C:6]([CH:10]=1)[C:7]([OH:9])=O.Cl.C(N=C=NCCCN(C)C)C.[CH3:23][C:24]1[N:28]([CH2:29][C:30]2[N:35]=[CH:34][CH:33]=[CH:32][N:31]=2)[N:27]=[C:26]([NH2:36])[CH:25]=1, predict the reaction product. The product is: [F:1][C:2]1[CH:3]=[N:4][CH:5]=[C:6]([CH:10]=1)[C:7]([NH:36][C:26]1[CH:25]=[C:24]([CH3:23])[N:28]([CH2:29][C:30]2[N:35]=[CH:34][CH:33]=[CH:32][N:31]=2)[N:27]=1)=[O:9]. (3) Given the reactants Cl[C:2]1[CH:7]=[C:6]([Cl:8])[N:5]=[C:4]([NH:9][CH3:10])[N:3]=1.[CH:11]1([NH:17][C:18]([C@H:20]2[O:25][CH2:24][C@@H:23]([CH2:26][CH3:27])[NH:22][CH2:21]2)=[O:19])[CH2:16][CH2:15][CH2:14][CH2:13][CH2:12]1.CCN(C(C)C)C(C)C, predict the reaction product. The product is: [Cl:8][C:6]1[N:5]=[C:4]([NH:9][CH3:10])[N:3]=[C:2]([N:22]2[C@H:23]([CH2:26][CH3:27])[CH2:24][O:25][C@H:20]([C:18]([NH:17][CH:11]3[CH2:16][CH2:15][CH2:14][CH2:13][CH2:12]3)=[O:19])[CH2:21]2)[CH:7]=1. (4) Given the reactants C([O:3][CH:4]1[CH2:13][CH2:12][C:11]2[C:6](=[CH:7][C:8]([O:14][CH3:15])=[CH:9][CH:10]=2)[O:5]1)C.C(#N)C.Cl.[OH-].[Na+], predict the reaction product. The product is: [OH:3][CH:4]1[CH2:13][CH2:12][C:11]2[C:6](=[CH:7][C:8]([O:14][CH3:15])=[CH:9][CH:10]=2)[O:5]1. (5) Given the reactants [OH:1][C@@H:2]([C@H:4]1[C:25](=[O:26])[N:6]2[C@@H:7]([C:12]([O:14][CH2:15][C:16]3[CH:21]=[CH:20][C:19]([N+:22]([O-:24])=[O:23])=[CH:18][CH:17]=3)=[O:13])[C:8](=O)[C@H:9]([CH3:10])[C@H:5]12)[CH3:3].[N:27]([CH2:30][CH2:31][S:32][CH2:33][C:34]1[CH:35]=[C:36]([C:40]([C:42]2[N:43]=[CH:44][N:45]3[CH:49]=[C:48]([Sn](CCCC)(CCCC)CCCC)[S:47][C:46]=23)=[O:41])[CH:37]=[N:38][CH:39]=1)=[N+:28]=[N-:29], predict the reaction product. The product is: [N:27]([CH2:30][CH2:31][S:32][CH2:33][C:34]1[CH:35]=[C:36]([C:40]([C:42]2[N:43]=[CH:44][N:45]3[CH:49]=[C:48]([C:8]4[C@H:9]([CH3:10])[C@@H:5]5[C@@H:4]([C@H:2]([OH:1])[CH3:3])[C:25](=[O:26])[N:6]5[C:7]=4[C:12]([O:14][CH2:15][C:16]4[CH:17]=[CH:18][C:19]([N+:22]([O-:24])=[O:23])=[CH:20][CH:21]=4)=[O:13])[S:47][C:46]=23)=[O:41])[CH:37]=[N:38][CH:39]=1)=[N+:28]=[N-:29]. (6) The product is: [ClH:14].[Br:7][C:8]1[CH:13]=[C:12]([Cl:14])[CH:11]=[CH:10][C:9]=1[CH2:15][C:16]([NH2:1])=[NH:17]. Given the reactants [NH4+:1].[Cl-].C[Al](C)C.[Br:7][C:8]1[CH:13]=[C:12]([Cl:14])[CH:11]=[CH:10][C:9]=1[CH2:15][C:16]#[N:17].CO, predict the reaction product. (7) Given the reactants [F:1][CH:2]([F:39])[C:3]1[N:7]([C:8]2[N:13]=[C:12]([N:14]3[CH2:19][CH2:18][O:17][CH2:16][CH2:15]3)[N:11]=[C:10]([CH:20]3[CH2:25][CH2:24][CH2:23][N:22](C(OC(C)(C)C)=O)[CH2:21]3)[N:9]=2)[C:6]2[CH:33]=[CH:34][CH:35]=[C:36]([O:37][CH3:38])[C:5]=2[N:4]=1.C(O)(C(F)(F)F)=O, predict the reaction product. The product is: [F:39][CH:2]([F:1])[C:3]1[N:7]([C:8]2[N:13]=[C:12]([N:14]3[CH2:15][CH2:16][O:17][CH2:18][CH2:19]3)[N:11]=[C:10]([CH:20]3[CH2:25][CH2:24][CH2:23][NH:22][CH2:21]3)[N:9]=2)[C:6]2[CH:33]=[CH:34][CH:35]=[C:36]([O:37][CH3:38])[C:5]=2[N:4]=1. (8) Given the reactants CS(O[CH2:6][CH2:7][N:8]1[CH:12]=[C:11]([C:13]2[CH:18]=[C:17]([C:19]([O:21]C)=[O:20])[CH:16]=[CH:15][N:14]=2)[N:10]=[CH:9]1)(=O)=O.[F:23][C:24]([F:35])([F:34])[C:25]1[CH:33]=[CH:32][C:28]([CH2:29][NH:30][CH3:31])=[CH:27][CH:26]=1, predict the reaction product. The product is: [CH3:31][N:30]([CH2:29][C:28]1[CH:27]=[CH:26][C:25]([C:24]([F:23])([F:34])[F:35])=[CH:33][CH:32]=1)[CH2:6][CH2:7][N:8]1[CH:12]=[C:11]([C:13]2[CH:18]=[C:17]([C:19]([OH:21])=[O:20])[CH:16]=[CH:15][N:14]=2)[N:10]=[CH:9]1.